Task: Predict the reaction yield, written as a fraction of the theoretical maximum amount of product (1.0 means a 100% yield; for example, 0.34 means a 34% yield).. Dataset: Reaction yield outcomes from USPTO patents with 853,638 reactions The reactants are Cl.[CH2:2]([O:4][C:5]1[C:6]([F:18])=[C:7]2[C:11](=[CH:12][C:13]=1[O:14][CH2:15][CH3:16])[C:10]([NH2:17])=[N:9][CH2:8]2)[CH3:3].[OH-].[Na+]. The catalyst is O. The product is [CH2:2]([O:4][C:5]1[C:6]([F:18])=[C:7]2[C:11](=[CH:12][C:13]=1[O:14][CH2:15][CH3:16])[C:10]([NH2:17])=[N:9][CH2:8]2)[CH3:3]. The yield is 0.420.